From a dataset of CYP3A4 inhibition data for predicting drug metabolism from PubChem BioAssay. Regression/Classification. Given a drug SMILES string, predict its absorption, distribution, metabolism, or excretion properties. Task type varies by dataset: regression for continuous measurements (e.g., permeability, clearance, half-life) or binary classification for categorical outcomes (e.g., BBB penetration, CYP inhibition). Dataset: cyp3a4_veith. (1) The drug is COC(=O)[C@@]1(Cc2ccc(OC)cc2)[C@H]2c3cc(C(=O)N(C)C)n(Cc4ccc(C(F)(F)F)nc4)c3C[C@H]2CN1C(=O)c1ccccc1. The result is 1 (inhibitor). (2) The molecule is CCC(CC)c1nnc(NC(=O)C2COc3ccccc3O2)s1. The result is 0 (non-inhibitor). (3) The molecule is O=C(NCCCN1CCOCC1)c1cc(C(=O)C2CC2)c[nH]1. The result is 0 (non-inhibitor).